Dataset: Peptide-MHC class I binding affinity with 185,985 pairs from IEDB/IMGT. Task: Regression. Given a peptide amino acid sequence and an MHC pseudo amino acid sequence, predict their binding affinity value. This is MHC class I binding data. (1) The MHC is HLA-A32:01 with pseudo-sequence HLA-A32:01. The binding affinity (normalized) is 0.173. The peptide sequence is KTFDTEYQK. (2) The peptide sequence is KGLGHDFLR. The MHC is HLA-A33:01 with pseudo-sequence HLA-A33:01. The binding affinity (normalized) is 0. (3) The peptide sequence is DHLKEKSSL. The MHC is HLA-B07:02 with pseudo-sequence HLA-B07:02. The binding affinity (normalized) is 0.0847. (4) The peptide sequence is TVIYRGTTF. The MHC is HLA-B27:03 with pseudo-sequence HLA-B27:03. The binding affinity (normalized) is 0.0847. (5) The peptide sequence is NIMEFCKAY. The binding affinity (normalized) is 0.0847. The MHC is HLA-B40:01 with pseudo-sequence HLA-B40:01. (6) The peptide sequence is ETIFTVLAL. The MHC is HLA-A25:01 with pseudo-sequence HLA-A25:01. The binding affinity (normalized) is 0.630.